The task is: Predict the reaction yield, written as a fraction of the theoretical maximum amount of product (1.0 means a 100% yield; for example, 0.34 means a 34% yield).. This data is from Reaction yield outcomes from USPTO patents with 853,638 reactions. The reactants are Cl.Cl.[CH2:3]([N:10]1[CH2:15][CH2:14][CH2:13][CH:12]([CH2:16][N:17]2[CH2:22][CH2:21][NH:20][CH2:19][C:18]2=[O:23])[CH2:11]1)[C:4]1[CH:9]=[CH:8][CH:7]=[CH:6][CH:5]=1.C(N(CC)C(C)C)(C)C.CN(C)C=O.[Cl:38][C:39]1[CH:40]=[C:41]([N:46]=[C:47]=[O:48])[CH:42]=[CH:43][C:44]=1[Cl:45]. The catalyst is ClCCl. The product is [CH2:3]([N:10]1[CH2:15][CH2:14][CH2:13][CH:12]([CH2:16][N:17]2[CH2:22][CH2:21][N:20]([C:47]([NH:46][C:41]3[CH:42]=[CH:43][C:44]([Cl:45])=[C:39]([Cl:38])[CH:40]=3)=[O:48])[CH2:19][C:18]2=[O:23])[CH2:11]1)[C:4]1[CH:5]=[CH:6][CH:7]=[CH:8][CH:9]=1. The yield is 0.840.